From a dataset of Catalyst prediction with 721,799 reactions and 888 catalyst types from USPTO. Predict which catalyst facilitates the given reaction. (1) The catalyst class is: 4. Reactant: [CH3:1][N:2]1[C:10]2[C:5](=[CH:6][CH:7]=[CH:8][CH:9]=2)[C:4]([C:11]2[C:12](=[O:24])[NH:13][C:14](=[O:23])[C:15]=2[C:16]2[CH:21]=[CH:20][CH:19]=[C:18]([NH2:22])[CH:17]=2)=[CH:3]1.[OH:25][CH2:26][CH2:27][C:28](=O)[CH3:29].[BH3-]C#N.[Na+]. Product: [CH3:1][N:2]1[C:10]2[C:5](=[CH:6][CH:7]=[CH:8][CH:9]=2)[C:4]([C:11]2[C:12](=[O:24])[NH:13][C:14](=[O:23])[C:15]=2[C:16]2[CH:21]=[CH:20][CH:19]=[C:18]([NH:22][CH:28]([CH3:29])[CH2:27][CH2:26][OH:25])[CH:17]=2)=[CH:3]1. (2) Reactant: I[C:2]1[CH:3]=[C:4]2[C:8](=[CH:9][CH:10]=1)[NH:7][CH:6]=[CH:5]2.ClC1C=CC=C(C=O)C=1[S:20][C:21]1[CH:26]=[CH:25][C:24](/[CH:27]=[CH:28]/[C:29]([N:31]2[CH2:36][CH2:35][N:34]([C:37](=[O:39])[CH3:38])[CH2:33][CH2:32]2)=[O:30])=[CH:23][C:22]=1[Cl:40].C([O-])([O-])=O.[K+].[K+].O. Product: [NH:7]1[C:8]2[C:4](=[CH:3][C:2]([S:20][C:21]3[CH:26]=[CH:25][C:24](/[CH:27]=[CH:28]/[C:29]([N:31]4[CH2:32][CH2:33][N:34]([C:37](=[O:39])[CH3:38])[CH2:35][CH2:36]4)=[O:30])=[CH:23][C:22]=3[Cl:40])=[CH:10][CH:9]=2)[CH:5]=[CH:6]1. The catalyst class is: 3. (3) Reactant: Cl[S:2]([C:5]1[C:6]([F:16])=[C:7]([C:11]([O:13][CH2:14][CH3:15])=[O:12])[N:8]([CH3:10])[CH:9]=1)(=[O:4])=[O:3].Cl.[F:18][C:19]([F:24])([CH3:23])[C@H:20]([NH2:22])[CH3:21].C([O-])(O)=O.[Na+]. Product: [F:18][C:19]([F:24])([CH3:23])[C@H:20]([NH:22][S:2]([C:5]1[C:6]([F:16])=[C:7]([C:11]([O:13][CH2:14][CH3:15])=[O:12])[N:8]([CH3:10])[CH:9]=1)(=[O:4])=[O:3])[CH3:21]. The catalyst class is: 10. (4) Reactant: C1(C)C=CC=CC=1.[H-].C([Al+]CC(C)C)C(C)C.[O:18]1[CH2:23][CH2:22][C:21]([C:28](OC)=[O:29])([C:24]([O:26][CH3:27])=[O:25])[CH2:20][CH2:19]1. Product: [CH:28]([C:21]1([C:24]([O:26][CH3:27])=[O:25])[CH2:22][CH2:23][O:18][CH2:19][CH2:20]1)=[O:29]. The catalyst class is: 4. (5) Reactant: [S:1]1[C:5]2[C:6]3[CH:14]=[CH:13][CH:12]=[CH:11][C:7]=3[O:8][CH2:9][CH2:10][C:4]=2[CH:3]=[CH:2]1.C(O)(=O)C.[Br:19]N1C(=O)CCC1=O. Product: [Br:19][C:2]1[S:1][C:5]2[C:6]3[CH:14]=[CH:13][CH:12]=[CH:11][C:7]=3[O:8][CH2:9][CH2:10][C:4]=2[CH:3]=1. The catalyst class is: 4. (6) Reactant: [CH3:1][N:2]([CH3:8])[CH2:3][CH2:4][CH2:5][CH2:6][NH2:7].C(N(CC)CC)C.F[C:17]1[CH:22]=[CH:21][CH:20]=[CH:19][C:18]=1[S:23]([NH:26][C:27]1[C:36]([C:37]([OH:39])=[O:38])=[C:35]2[C:30]([C@H:31]3[CH2:42][CH2:41][O:40][C@H:32]3[CH2:33][O:34]2)=[CH:29][CH:28]=1)(=[O:25])=[O:24]. Product: [CH3:1][N:2]([CH3:8])[CH2:3][CH2:4][CH2:5][CH2:6][NH:7][C:17]1[CH:22]=[CH:21][CH:20]=[CH:19][C:18]=1[S:23]([NH:26][C:27]1[C:36]([C:37]([OH:39])=[O:38])=[C:35]2[C:30]([C@H:31]3[CH2:42][CH2:41][O:40][C@H:32]3[CH2:33][O:34]2)=[CH:29][CH:28]=1)(=[O:25])=[O:24]. The catalyst class is: 47.